Dataset: Forward reaction prediction with 1.9M reactions from USPTO patents (1976-2016). Task: Predict the product of the given reaction. (1) Given the reactants [C:1]([C:3]1[C:4]([N:17]2[CH2:20][CH:19]([C:21]([OH:23])=O)[CH2:18]2)=[N:5][C:6]([CH:14]([F:16])[F:15])=[C:7]([C:9]([O:11][CH2:12][CH3:13])=[O:10])[CH:8]=1)#[N:2].[CH2:24]([S:28]([NH2:31])(=[O:30])=[O:29])[CH2:25][CH2:26][CH3:27], predict the reaction product. The product is: [CH2:24]([S:28]([NH:31][C:21]([CH:19]1[CH2:18][N:17]([C:4]2[C:3]([C:1]#[N:2])=[CH:8][C:7]([C:9]([O:11][CH2:12][CH3:13])=[O:10])=[C:6]([CH:14]([F:15])[F:16])[N:5]=2)[CH2:20]1)=[O:23])(=[O:30])=[O:29])[CH2:25][CH2:26][CH3:27]. (2) Given the reactants [ClH:1].[S:2]([NH2:12])(=[O:11])([C:4]1[CH:9]=[CH:8][C:7](N)=[CH:6][CH:5]=1)=[O:3].N([O-])=O.[Na+].[S:17](S([O-])=O)([O-:20])(=O)=[O:18].[Na+].[Na+].S(=O)(=O)(O)O.S(=O)=O, predict the reaction product. The product is: [S:2](=[O:11])=[O:3].[S:2]([C:4]1[CH:9]=[CH:8][C:7]([S:17]([Cl:1])(=[O:20])=[O:18])=[CH:6][CH:5]=1)(=[O:11])(=[O:3])[NH2:12]. (3) Given the reactants C[Al](C)C.[CH3:5][NH2:6].[CH3:7][C:8]1[CH:17]=[CH:16][C:15]2[C:10](=[CH:11][CH:12]=[CH:13][C:14]=2[N:18]2[CH2:23][CH2:22][N:21]([CH2:24][CH2:25][C:26]3[CH:35]=[CH:34][CH:33]=[C:32]4[C:27]=3[CH:28]=[CH:29][C:30]3[N:31]4[CH:36]=[N:37][C:38]=3[C:39]([O:41]CC)=O)[CH2:20][CH2:19]2)[N:9]=1.[OH-].[Na+].[ClH:46], predict the reaction product. The product is: [ClH:46].[ClH:46].[CH3:5][NH:6][C:39]([C:38]1[N:37]=[CH:36][N:31]2[C:32]3[C:27](=[C:26]([CH2:25][CH2:24][N:21]4[CH2:20][CH2:19][N:18]([C:14]5[CH:13]=[CH:12][CH:11]=[C:10]6[C:15]=5[CH:16]=[CH:17][C:8]([CH3:7])=[N:9]6)[CH2:23][CH2:22]4)[CH:35]=[CH:34][CH:33]=3)[CH:28]=[CH:29][C:30]=12)=[O:41]. (4) Given the reactants [N:1]1([C:11]([O:13][C:14]([CH3:17])([CH3:16])[CH3:15])=[O:12])[CH2:6][CH2:5][O:4][CH:3]([C:7](OC)=[O:8])[CH2:2]1.[BH4-].[Li+].O, predict the reaction product. The product is: [OH:8][CH2:7][CH:3]1[O:4][CH2:5][CH2:6][N:1]([C:11]([O:13][C:14]([CH3:17])([CH3:16])[CH3:15])=[O:12])[CH2:2]1. (5) Given the reactants [N:1]1([C:7]([O:9][C:10]([CH3:13])([CH3:12])[CH3:11])=[O:8])[CH2:6][CH2:5][NH:4][CH2:3][CH2:2]1.C(=O)([O-])[O-].[K+].[K+].[CH:20]1([C:23](Cl)=[O:24])[CH2:22][CH2:21]1, predict the reaction product. The product is: [CH:20]1([C:23]([N:4]2[CH2:5][CH2:6][N:1]([C:7]([O:9][C:10]([CH3:13])([CH3:12])[CH3:11])=[O:8])[CH2:2][CH2:3]2)=[O:24])[CH2:22][CH2:21]1. (6) Given the reactants [CH3:1][N:2]([C:11]1[CH:16]=[CH:15][CH:14]=[CH:13][CH:12]=1)[S:3]([CH2:6][C:7](OC)=O)(=[O:5])=[O:4].[Cl:17][C:18]1[N:27]=[CH:26][CH:25]=[C:24]2[C:19]=1[C:20]1[CH:32]=[N:31][CH:30]=[CH:29][C:21]=1C(Cl)=[N:23]2.[Li+].C[Si]([N-][Si](C)(C)C)(C)C.[Cl-].[NH4+], predict the reaction product. The product is: [Cl:17][C:18]1[N:27]=[CH:26][CH:25]=[C:24]2[C:19]=1[C:20]1[CH:32]=[N:31][CH:30]=[CH:29][C:21]=1[C:7]([CH2:6][S:3]([N:2]([CH3:1])[C:11]1[CH:16]=[CH:15][CH:14]=[CH:13][CH:12]=1)(=[O:5])=[O:4])=[N:23]2.